Dataset: Full USPTO retrosynthesis dataset with 1.9M reactions from patents (1976-2016). Task: Predict the reactants needed to synthesize the given product. Given the product [CH:34]1[C:35]2[C:41]([CH:40]=[CH:39][CH:38]=[CH:37][CH:36]=2)=[CH:42][C:33]=1[CH2:32][C:30]1[CH:29]=[CH:28][C:27]([OH:43])=[C:26]([C@@H:6]2[O:9][C@H:10]([CH2:21][OH:22])[C@@H:11]([OH:17])[C@H:12]([OH:13])[C@H:5]2[OH:4])[CH:31]=1, predict the reactants needed to synthesize it. The reactants are: C([O:4][C@@H:5]1[C@@H:12]([O:13]C(=O)C)[C@H:11]([O:17]C(=O)C)[C@@H:10]([CH2:21][O:22]C(=O)C)[O:9][C:6]1([C:26]1[CH:31]=[C:30]([CH2:32][C:33]2[CH:42]=[C:41]3[C:35](=[CH:36][CH:37]=[CH:38][CH:39]=[CH:40]3)[CH:34]=2)[CH:29]=[CH:28][C:27]=1[OH:43])OC)(=O)C.C([SiH](CC)CC)C.FC(F)(F)S(O[Si](C)(C)C)(=O)=O.C(=O)([O-])O.[Na+].